This data is from NCI-60 drug combinations with 297,098 pairs across 59 cell lines. The task is: Regression. Given two drug SMILES strings and cell line genomic features, predict the synergy score measuring deviation from expected non-interaction effect. (1) Drug 1: C1=CN(C=N1)CC(O)(P(=O)(O)O)P(=O)(O)O. Drug 2: C1CNP(=O)(OC1)N(CCCl)CCCl. Cell line: A549. Synergy scores: CSS=-1.73, Synergy_ZIP=1.56, Synergy_Bliss=1.09, Synergy_Loewe=0.141, Synergy_HSA=-0.983. (2) Drug 1: C1=NC2=C(N1)C(=S)N=CN2. Drug 2: C1C(C(OC1N2C=NC(=NC2=O)N)CO)O. Cell line: OVCAR3. Synergy scores: CSS=27.6, Synergy_ZIP=-6.34, Synergy_Bliss=-2.63, Synergy_Loewe=0.0345, Synergy_HSA=1.62. (3) Drug 1: COC1=NC(=NC2=C1N=CN2C3C(C(C(O3)CO)O)O)N. Drug 2: CS(=O)(=O)OCCCCOS(=O)(=O)C. Cell line: DU-145. Synergy scores: CSS=-2.32, Synergy_ZIP=1.32, Synergy_Bliss=4.64, Synergy_Loewe=-1.42, Synergy_HSA=0.497. (4) Synergy scores: CSS=21.8, Synergy_ZIP=-7.67, Synergy_Bliss=-3.32, Synergy_Loewe=-28.2, Synergy_HSA=-5.17. Cell line: HT29. Drug 2: CS(=O)(=O)CCNCC1=CC=C(O1)C2=CC3=C(C=C2)N=CN=C3NC4=CC(=C(C=C4)OCC5=CC(=CC=C5)F)Cl. Drug 1: C1C(C(OC1N2C=C(C(=O)NC2=O)F)CO)O. (5) Drug 1: N.N.Cl[Pt+2]Cl. Drug 2: CC1C(C(CC(O1)OC2CC(CC3=C2C(=C4C(=C3O)C(=O)C5=CC=CC=C5C4=O)O)(C(=O)C)O)N)O. Cell line: MDA-MB-231. Synergy scores: CSS=38.6, Synergy_ZIP=-1.60, Synergy_Bliss=-2.31, Synergy_Loewe=-49.8, Synergy_HSA=-1.52. (6) Drug 1: CN(C(=O)NC(C=O)C(C(C(CO)O)O)O)N=O. Drug 2: C(CN)CNCCSP(=O)(O)O. Cell line: CCRF-CEM. Synergy scores: CSS=5.68, Synergy_ZIP=-3.07, Synergy_Bliss=-1.57, Synergy_Loewe=-1.35, Synergy_HSA=0.382. (7) Drug 1: CC(C1=C(C=CC(=C1Cl)F)Cl)OC2=C(N=CC(=C2)C3=CN(N=C3)C4CCNCC4)N. Drug 2: C1=CC(=CC=C1CCCC(=O)O)N(CCCl)CCCl. Cell line: SF-539. Synergy scores: CSS=23.7, Synergy_ZIP=-1.20, Synergy_Bliss=-2.11, Synergy_Loewe=-2.33, Synergy_HSA=-1.69. (8) Drug 1: CC(C1=C(C=CC(=C1Cl)F)Cl)OC2=C(N=CC(=C2)C3=CN(N=C3)C4CCNCC4)N. Drug 2: CC1=C2C(C(=O)C3(C(CC4C(C3C(C(C2(C)C)(CC1OC(=O)C(C(C5=CC=CC=C5)NC(=O)OC(C)(C)C)O)O)OC(=O)C6=CC=CC=C6)(CO4)OC(=O)C)O)C)O. Cell line: MCF7. Synergy scores: CSS=25.2, Synergy_ZIP=-0.0469, Synergy_Bliss=3.79, Synergy_Loewe=-11.0, Synergy_HSA=4.94. (9) Synergy scores: CSS=43.4, Synergy_ZIP=-1.82, Synergy_Bliss=-4.01, Synergy_Loewe=-41.9, Synergy_HSA=-3.93. Cell line: SNB-75. Drug 1: CC(C1=C(C=CC(=C1Cl)F)Cl)OC2=C(N=CC(=C2)C3=CN(N=C3)C4CCNCC4)N. Drug 2: CC=C1C(=O)NC(C(=O)OC2CC(=O)NC(C(=O)NC(CSSCCC=C2)C(=O)N1)C(C)C)C(C)C. (10) Drug 1: CC1C(C(CC(O1)OC2CC(CC3=C2C(=C4C(=C3O)C(=O)C5=C(C4=O)C(=CC=C5)OC)O)(C(=O)C)O)N)O.Cl. Drug 2: CN(CC1=CN=C2C(=N1)C(=NC(=N2)N)N)C3=CC=C(C=C3)C(=O)NC(CCC(=O)O)C(=O)O. Cell line: COLO 205. Synergy scores: CSS=42.1, Synergy_ZIP=3.51, Synergy_Bliss=5.70, Synergy_Loewe=-5.51, Synergy_HSA=5.13.